This data is from Aqueous solubility values for 9,982 compounds from the AqSolDB database. The task is: Regression/Classification. Given a drug SMILES string, predict its absorption, distribution, metabolism, or excretion properties. Task type varies by dataset: regression for continuous measurements (e.g., permeability, clearance, half-life) or binary classification for categorical outcomes (e.g., BBB penetration, CYP inhibition). For this dataset (solubility_aqsoldb), we predict Y. (1) The Y is -2.47 log mol/L. The compound is Cc1cc(Cl)ccc1OC(C)C(=O)O. (2) The Y is -2.06 log mol/L. The compound is CC(C)=CCCC(C)=CC=O. (3) The compound is S=c1[nH]c2ccccc2[nH]1. The Y is -2.18 log mol/L. (4) The Y is -2.05 log mol/L. The molecule is O=C(O)C1C(C(=O)O)C2(Cl)C(Cl)=C(Cl)C1(Cl)C2(Cl)Cl. (5) The molecule is C=C1C2CCC(C2)C1(C)C.CC12CCC(CC1)C(C)(C)O2.CC12CCC(CC1=O)C2(C)C.CC1=CCC2CC1C2(C)C. The Y is -5.44 log mol/L. (6) The molecule is CC(C)C(C)C(C)C. The Y is -4.70 log mol/L. (7) The drug is CCOP(=S)(OCC)Oc1cc(Cl)c(Cl)c(SC)c1. The Y is -6.08 log mol/L. (8) The compound is O=C([O-])[O-].[Cd+2]. The Y is -2.18 log mol/L.